From a dataset of Experimentally validated miRNA-target interactions with 360,000+ pairs, plus equal number of negative samples. Binary Classification. Given a miRNA mature sequence and a target amino acid sequence, predict their likelihood of interaction. (1) The miRNA is mmu-miR-323-3p with sequence CACAUUACACGGUCGACCUCU. The protein sequence of the target gene is MGRRPARCYRYCKNKPYPKSRFCRGVPDAKIRIFDLGRKKAKVDEFPLGGHMVSDEYEQLSSEALEAARICANKYMVKSCGRDGFHMRVRLHPFHVIRINKMLSCAGADRLQTGMRGAFGKPQGTVARVHIGQVIMSIRTKLQNEEHVIEALRRAKFKFPGRQKIHISKKWGFTKFNADEFEDMVAKKCLIPDGCGVKYVPSHGPLDKWRVLHS. Result: 0 (no interaction). (2) The miRNA is rno-miR-100-5p with sequence AACCCGUAGAUCCGAACUUGUG. The protein sequence of the target gene is MSHGSGLVRTTCSSGGALGPGQPSEGLLDRVYPLTHGALFKVAQMVTLLIAFICVRSSVPIDYGAHSFFEVVTMCDLIMILIFYLVHLFRFYRVLTCISWPLSELLHYLIGTLLLLIASIVIASKSYNQSGLVAGAIFGFLASFLCLASLWLSYKITCITQSSDASA. Result: 0 (no interaction). (3) The miRNA is hsa-miR-548u with sequence CAAAGACUGCAAUUACUUUUGCG. The protein sequence of the target gene is MANAGLQLLGFILAFLGWIGAIVSTALPQWRIYSYAGDNIVTAQAMYEGLWMSCVSQSTGQIQCKVFDSLLNLSSTLQATRALMVVGILLGVIAIFVATVGMKCMKCLEDDEVQKMRMAVIGGAIFLLAGLAILVATAWYGNRIVQEFYDPMTPVNARYEFGQALFTGWAAASLCLLGGALLCCSCPRKTTSYPTPRPYPKPAPSSGKDYV. Result: 1 (interaction). (4) The miRNA is hsa-miR-659-3p with sequence CUUGGUUCAGGGAGGGUCCCCA. The protein sequence of the target gene is MAGMALARAWKQMSWFYYQYLLVTALYMLEPWERTVFNSMLVSVVGMALYTGYVFMPQHIMAILHYFEIVQ. Result: 0 (no interaction). (5) The miRNA is mmu-miR-665-3p with sequence ACCAGGAGGCUGAGGUCCCU. The protein sequence of the target gene is MALHFQSLAELEVLCTHLYIGTDLTQRIEAEKALLELIDSPECLSKCQLLLEQGTTSYAQLLAATCLSKLVSRVSPLPVEQRMDIRNYILNYVASQPKLAPFVIQALIQVIAKITKLGWFEVQKDQFVFREIIADVKKFLQGTVEHCIIGVIILSELTQEMNLVDYSRPSAKHRKIATSFRDTSLKDVLVLACSLLKEVFAKPLNLQDQCQQNLVMQVLKLVLNCLNFDFIGSSADESADDLCTVQIPTTWRTIFLEPETLDLFFNLYHSLPPLLSQLALSCLVQFASTRRSLFNSPERA.... Result: 0 (no interaction). (6) The miRNA is hsa-miR-4662b with sequence AAAGAUGGACAAUUGGCUAAAU. The protein sequence of the target gene is MAAAAGGGSCPGPGSARGRFPGRPRGAGGGGGRGGRGNGAERVRVALRRGGGATGPGGAEPGEDTALLRLLGLRRGLRRLRRLWAGPRVQRGRGRGRGRGWGPSRGCVPEEESSDGESDEEEFQGFHSDEDVAPSSLRSALRSQRGRAPRGRGRKHKTTPLPPPRLADVAPTPPKTPARKRGEEGTERMVQALTELLRRAQAPQAPRSRACEPSTPRRSRGRPPGRPAGPCRRKQQAVVVAEAAVTIPKPEPPPPVVPVKHQTGSWKCKEGPGPGPGTPRRGGQSSRGGRGGRGRGRGGG.... Result: 1 (interaction).